From a dataset of Catalyst prediction with 721,799 reactions and 888 catalyst types from USPTO. Predict which catalyst facilitates the given reaction. (1) Reactant: [NH2:1][C:2]1[CH:3]=[C:4]([N:8]2[C:13](=[O:14])[N:12]([CH2:15][C:16]3[CH:21]=[CH:20][C:19]([Cl:22])=[CH:18][CH:17]=3)[C:11](=[O:23])[C:10]([O:24][CH3:25])=[N:9]2)[CH:5]=[CH:6][CH:7]=1.Br[C:27]1[S:28][CH:29]=[CH:30][N:31]=1.Cl. Product: [Cl:22][C:19]1[CH:20]=[CH:21][C:16]([CH2:15][N:12]2[C:11](=[O:23])[C:10]([O:24][CH3:25])=[N:9][N:8]([C:4]3[CH:5]=[CH:6][CH:7]=[C:2]([NH:1][C:27]4[S:28][CH:29]=[CH:30][N:31]=4)[CH:3]=3)[C:13]2=[O:14])=[CH:17][CH:18]=1. The catalyst class is: 8. (2) Reactant: [F:1][C:2]1[CH:7]=[CH:6][CH:5]=[C:4]([F:8])[C:3]=1[N:9]1[C:14]2[N:15]=[C:16]([S:29][CH3:30])[N:17]=[C:18]([C:19]3[CH:20]=[C:21]([CH:25]=[CH:26][C:27]=3[CH3:28])[C:22](O)=[O:23])[C:13]=2[CH:12]=[CH:11][C:10]1=[O:31].[C:32]1([CH2:38][CH2:39][NH2:40])[CH:37]=[CH:36][CH:35]=[CH:34][CH:33]=1.C(Cl)CCl.C1C=CC2N([OH:54])N=NC=2C=1.CCN(CC)CC. Product: [F:8][C:4]1[CH:5]=[CH:6][CH:7]=[C:2]([F:1])[C:3]=1[N:9]1[C:14]2[N:15]=[C:16]([S:29]([CH3:30])=[O:54])[N:17]=[C:18]([C:19]3[CH:20]=[C:21]([CH:25]=[CH:26][C:27]=3[CH3:28])[C:22]([NH:40][CH2:39][CH2:38][C:32]3[CH:37]=[CH:36][CH:35]=[CH:34][CH:33]=3)=[O:23])[C:13]=2[CH:12]=[CH:11][C:10]1=[O:31]. The catalyst class is: 4. (3) Reactant: [OH:1][C:2]1[CH:7]=[CH:6][C:5]([N+:8]([O-:10])=[O:9])=[CH:4][C:3]=1[NH:11][C:12](=[O:18])[O:13][C:14]([CH3:17])([CH3:16])[CH3:15].C([O-])([O-])=O.[K+].[K+].Br[CH2:26][CH2:27][O:28][CH3:29].N#N. Product: [CH3:29][O:28][CH2:27][CH2:26][O:1][C:2]1[CH:7]=[CH:6][C:5]([N+:8]([O-:10])=[O:9])=[CH:4][C:3]=1[NH:11][C:12](=[O:18])[O:13][C:14]([CH3:15])([CH3:17])[CH3:16]. The catalyst class is: 3. (4) Reactant: [CH2:1]([N:8]1[C:16]2[C:11](=[CH:12][CH:13]=[C:14]([C:17]3[C:22]([Cl:23])=[CH:21][N:20]=[C:19]([NH:24][C:25]([C@@H:27]4[CH2:32][CH2:31][CH2:30][N:29](C(OC(C)(C)C)=O)[CH2:28]4)=[O:26])[CH:18]=3)[CH:15]=2)[C:10]([C:40]#[N:41])=[CH:9]1)[C:2]1[CH:7]=[CH:6][CH:5]=[CH:4][CH:3]=1.FC(F)(F)C(O)=O. Product: [CH2:1]([N:8]1[C:16]2[C:11](=[CH:12][CH:13]=[C:14]([C:17]3[C:22]([Cl:23])=[CH:21][N:20]=[C:19]([NH:24][C:25]([C@@H:27]4[CH2:32][CH2:31][CH2:30][NH:29][CH2:28]4)=[O:26])[CH:18]=3)[CH:15]=2)[C:10]([C:40]#[N:41])=[CH:9]1)[C:2]1[CH:7]=[CH:6][CH:5]=[CH:4][CH:3]=1. The catalyst class is: 4. (5) Reactant: [CH3:1][O:2][C:3]1[CH:8]=[CH:7][C:6]([NH2:9])=[CH:5][CH:4]=1.B(Cl)(Cl)Cl.ClCCl.[F:17][C:18]1[CH:19]=[C:20]([CH:23]=[CH:24][CH:25]=1)[C:21]#N.[Al+3].[Cl-].[Cl-].[Cl-].[OH2:30]. Product: [NH2:9][C:6]1[CH:7]=[CH:8][C:3]([O:2][CH3:1])=[CH:4][C:5]=1[C:21]([C:20]1[CH:23]=[CH:24][CH:25]=[C:18]([F:17])[CH:19]=1)=[O:30]. The catalyst class is: 159. (6) Reactant: [CH2:1]([O:3][C:4](=[O:26])[C@@H:5]([CH2:12][C:13]1[CH:18]=[CH:17][C:16]([NH2:19])=[C:15]([CH3:20])[C:14]=1[CH2:21][O:22][C:23](=[O:25])[CH3:24])[CH2:6][C:7]([O:9][CH2:10][CH3:11])=[O:8])[CH3:2].[Cl:27]N1C(=O)CCC1=O. Product: [CH2:1]([O:3][C:4](=[O:26])[C@@H:5]([CH2:12][C:13]1[CH:18]=[C:17]([Cl:27])[C:16]([NH2:19])=[C:15]([CH3:20])[C:14]=1[CH2:21][O:22][C:23](=[O:25])[CH3:24])[CH2:6][C:7]([O:9][CH2:10][CH3:11])=[O:8])[CH3:2]. The catalyst class is: 115. (7) Reactant: [CH3:1][N:2]1[C:10]2[C:5](=[CH:6][C:7]([C:11]#N)=[CH:8][CH:9]=2)[C:4]([C:13]2[N:21]([S:22]([C:25]3[CH:30]=[CH:29][C:28]([CH3:31])=[CH:27][CH:26]=3)(=[O:24])=[O:23])[C:16]3=[N:17][CH:18]=[CH:19][CH:20]=[C:15]3[CH:14]=2)=[CH:3]1.[H-].C([Al+]CC(C)C)C(C)C.Cl.[OH-:43].[Na+]. Product: [CH3:1][N:2]1[C:10]2[C:5](=[CH:6][C:7]([CH:11]=[O:43])=[CH:8][CH:9]=2)[C:4]([C:13]2[N:21]([S:22]([C:25]3[CH:30]=[CH:29][C:28]([CH3:31])=[CH:27][CH:26]=3)(=[O:24])=[O:23])[C:16]3=[N:17][CH:18]=[CH:19][CH:20]=[C:15]3[CH:14]=2)=[CH:3]1. The catalyst class is: 7. (8) Product: [Br:1][C:2]1[N:3]([CH2:24][C:22]([OH:28])=[O:23])[C:5]2[C:4]([C:10]=1[CH:9]1[CH2:4][CH2:5][CH2:6][CH2:7][CH2:8]1)=[CH:9][CH:8]=[C:17]([C:16]([O:15][CH3:11])=[O:19])[CH:6]=2. Reactant: [Br:1][C:2]1[NH:3][C:4]2[C:9]([CH:10]=1)=[CH:8][CH:7]=[CH:6][CH:5]=2.[C:11]([O:15][C:16](=[O:19])[CH2:17]Br)(C)(C)C.[H-].[Na+].[C:22]([OH:28])([C:24](F)(F)F)=[O:23]. The catalyst class is: 3. (9) Reactant: [NH2:1][CH:2]1[C:11]2[CH:10]=[C:9]3[O:12][CH2:13][O:14][C:8]3=[CH:7][C:6]=2[N:5]([C:15](=[O:17])[CH3:16])[CH:4]([CH3:18])[CH2:3]1.[Cl:19][C:20]1[CH:25]=[CH:24][C:23](B(O)O)=[CH:22][CH:21]=1.C(N(CC)CC)C.[Cl-].[NH4+]. Product: [Cl:19][C:20]1[CH:25]=[CH:24][C:23]([NH:1][C@H:2]2[C:11]3[CH:10]=[C:9]4[O:12][CH2:13][O:14][C:8]4=[CH:7][C:6]=3[N:5]([C:15](=[O:17])[CH3:16])[C@@H:4]([CH3:18])[CH2:3]2)=[CH:22][CH:21]=1. The catalyst class is: 732.